Dataset: Forward reaction prediction with 1.9M reactions from USPTO patents (1976-2016). Task: Predict the product of the given reaction. (1) Given the reactants FC1C(O[C:9](=[O:20])[NH:10][C:11]2[CH:16]=[C:15]([CH3:17])[N:14]=[C:13]([CH2:18][CH3:19])[CH:12]=2)=C(F)C(F)=C(F)C=1F.[NH2:25][CH2:26][CH2:27][N:28]1[CH2:33][CH2:32][CH:31]([N:34]([CH2:45][CH2:46][CH3:47])[S:35]([C:38]2[CH:43]=[CH:42][C:41]([F:44])=[CH:40][CH:39]=2)(=[O:37])=[O:36])[CH2:30][CH2:29]1, predict the reaction product. The product is: [CH2:18]([C:13]1[CH:12]=[C:11]([NH:10][C:9](=[O:20])[NH:25][CH2:26][CH2:27][N:28]2[CH2:33][CH2:32][CH:31]([N:34]([CH2:45][CH2:46][CH3:47])[S:35]([C:38]3[CH:39]=[CH:40][C:41]([F:44])=[CH:42][CH:43]=3)(=[O:36])=[O:37])[CH2:30][CH2:29]2)[CH:16]=[C:15]([CH3:17])[N:14]=1)[CH3:19]. (2) Given the reactants [H-].[Na+].[C:3]([O:7][C:8](=[O:18])[NH:9][C@H:10]([CH2:16][OH:17])[CH2:11][C:12]([CH3:15])([CH3:14])[CH3:13])([CH3:6])([CH3:5])[CH3:4].IC.[C:21]([O-])(O)=O.[Na+], predict the reaction product. The product is: [C:3]([O:7][C:8](=[O:18])[NH:9][C@H:10]([CH2:16][O:17][CH3:21])[CH2:11][C:12]([CH3:15])([CH3:14])[CH3:13])([CH3:6])([CH3:4])[CH3:5]. (3) Given the reactants [Br:1][C:2]1[CH:7]=[C:6](I)[C:5]([Cl:9])=[CH:4][N:3]=1.[C:10]1([S:16]([N:19]2[C:27]3[C:22](=[CH:23][CH:24]=[CH:25][CH:26]=3)[C:21](B(O)O)=[CH:20]2)(=[O:18])=[O:17])[CH:15]=[CH:14][CH:13]=[CH:12][CH:11]=1.C(=O)([O-])[O-].[Cs+].[Cs+].O1CCOCC1.O, predict the reaction product. The product is: [Br:1][C:2]1[CH:7]=[C:6]([C:21]2[C:22]3[C:27](=[CH:26][CH:25]=[CH:24][CH:23]=3)[N:19]([S:16]([C:10]3[CH:15]=[CH:14][CH:13]=[CH:12][CH:11]=3)(=[O:18])=[O:17])[CH:20]=2)[C:5]([Cl:9])=[CH:4][N:3]=1. (4) Given the reactants Cl.[NH:2]([CH2:4][C:5]([O:7][CH2:8][CH3:9])=[O:6])[NH2:3].C(=O)([O-])O.[Na+].[CH:15](=O)[C:16]1[CH:21]=[CH:20][CH:19]=[CH:18][CH:17]=1.C(O[CH:26]=[C:27]([C:33]([O:35][CH2:36][CH3:37])=[O:34])[C:28]([O:30][CH2:31][CH3:32])=[O:29])C, predict the reaction product. The product is: [CH:15](=[N:3][N:2]([CH:26]=[C:27]([C:28]([O:30][CH2:31][CH3:32])=[O:29])[C:33]([O:35][CH2:36][CH3:37])=[O:34])[CH2:4][C:5]([O:7][CH2:8][CH3:9])=[O:6])[C:16]1[CH:21]=[CH:20][CH:19]=[CH:18][CH:17]=1. (5) The product is: [CH:22]1([N:16]([CH:17]2[CH2:18][CH2:19][CH2:20][CH2:21]2)[C:14](=[O:15])[NH:13][C:11]2[S:12][C:8]([S:7][CH2:5][CH2:6][C:52]([OH:55])=[O:51])=[CH:9][N:10]=2)[CH2:23][CH2:24][CH2:25][CH2:26][CH2:27][CH2:28]1. Given the reactants C(OC(=O)[CH:5]([S:7][C:8]1[S:12][C:11]([NH:13][C:14]([N:16]([CH:22]2[CH2:28][CH2:27][CH2:26][CH2:25][CH2:24][CH2:23]2)[CH:17]2[CH2:21][CH2:20][CH2:19][CH2:18]2)=[O:15])=[N:10][CH:9]=1)[CH3:6])C.C1(NC2CCCC2)CCCCCC1.NC1SC=NC=1.C([O:51][C:52](=[O:55])CS)C, predict the reaction product. (6) Given the reactants [NH2:1][C:2]1[CH:11]=[C:10]([N:12]2[CH2:17][CH2:16][N:15]([C:18]([NH:20][CH:21]3[CH2:26][CH2:25][CH2:24][CH:23]([C:27](O)=[O:28])[CH2:22]3)=[O:19])[CH2:14][CH2:13]2)[C:9]2[C:4](=[CH:5][C:6]([Cl:30])=[CH:7][CH:8]=2)[N:3]=1.[CH3:31][N:32](C(ON1N=NC2C=CC=NC1=2)=[N+](C)C)C.F[P-](F)(F)(F)(F)F.CN.C(N(C(C)C)CC)(C)C, predict the reaction product. The product is: [NH2:1][C:2]1[CH:11]=[C:10]([N:12]2[CH2:17][CH2:16][N:15]([C:18]([NH:20][CH:21]3[CH2:26][CH2:25][CH2:24][CH:23]([C:27]([NH:32][CH3:31])=[O:28])[CH2:22]3)=[O:19])[CH2:14][CH2:13]2)[C:9]2[C:4](=[CH:5][C:6]([Cl:30])=[CH:7][CH:8]=2)[N:3]=1. (7) Given the reactants [Br:1][C:2]1[S:3][C:4]([Br:18])=[C:5]([C:12]2[CH:17]=[CH:16][CH:15]=[CH:14][CH:13]=2)[C:6]=1[C:7]([O:9]CC)=[O:8].[OH-].[K+], predict the reaction product. The product is: [Br:1][C:2]1[S:3][C:4]([Br:18])=[C:5]([C:12]2[CH:17]=[CH:16][CH:15]=[CH:14][CH:13]=2)[C:6]=1[C:7]([OH:9])=[O:8]. (8) Given the reactants O([C:9]1[CH:18]=[CH:17][C:16]2[C:11](=[CH:12][CH:13]=[CH:14][CH:15]=2)[C:10]=1[N+:19]([O-:21])=[O:20])S(C(F)(F)F)(=O)=O.[NH2:22][C:23]1[CH:24]=[C:25]([NH:29][C:30](=[O:36])[O:31][C:32]([CH3:35])([CH3:34])[CH3:33])[CH:26]=[CH:27][CH:28]=1, predict the reaction product. The product is: [N+:19]([C:10]1[C:11]2[C:16](=[CH:15][CH:14]=[CH:13][CH:12]=2)[CH:17]=[CH:18][C:9]=1[NH:22][C:23]1[CH:28]=[CH:27][CH:26]=[C:25]([NH:29][C:30]([O:31][C:32]([CH3:35])([CH3:34])[CH3:33])=[O:36])[CH:24]=1)([O-:21])=[O:20]. (9) Given the reactants [F-].C([N+](CCCC)(CCCC)CCCC)CCC.[Si]([O:26][CH2:27][C@H:28]([CH3:55])[O:29][C:30]1[CH:31]=[C:32]([CH:41]=[C:42]([O:44][C:45]2[CH:50]=[CH:49][C:48]([S:51]([CH3:54])(=[O:53])=[O:52])=[CH:47][CH:46]=2)[CH:43]=1)[C:33]([NH:35][C:36]1[S:37][CH:38]=[CH:39][N:40]=1)=[O:34])(C(C)(C)C)(C)C, predict the reaction product. The product is: [OH:26][CH2:27][C@H:28]([CH3:55])[O:29][C:30]1[CH:31]=[C:32]([CH:41]=[C:42]([O:44][C:45]2[CH:50]=[CH:49][C:48]([S:51]([CH3:54])(=[O:52])=[O:53])=[CH:47][CH:46]=2)[CH:43]=1)[C:33]([NH:35][C:36]1[S:37][CH:38]=[CH:39][N:40]=1)=[O:34].